From a dataset of Full USPTO retrosynthesis dataset with 1.9M reactions from patents (1976-2016). Predict the reactants needed to synthesize the given product. Given the product [CH3:1][O:2][C:3]1[C:4]2[CH:11]=[CH:10][N:9]([C@@H:12]3[O:17][C@H:16]([CH2:18][OH:19])[CH2:14][C@H:13]3[OH:15])[C:5]=2[N:6]=[CH:7][N:8]=1, predict the reactants needed to synthesize it. The reactants are: [CH3:1][O:2][C:3]1[C:4]2[CH:11]=[CH:10][N:9]([C@@H:12]3[O:17][C@H:16]([CH2:18][OH:19])[C@H:14]4[O:15][C@@H:13]34)[C:5]=2[N:6]=[CH:7][N:8]=1.